The task is: Predict the reaction yield, written as a fraction of the theoretical maximum amount of product (1.0 means a 100% yield; for example, 0.34 means a 34% yield).. This data is from Reaction yield outcomes from USPTO patents with 853,638 reactions. The reactants are [Cl:1][C:2]1[CH:21]=[C:20]([Cl:22])[CH:19]=[CH:18][C:3]=1[O:4][CH2:5][C:6]1[CH:7]=[C:8]([CH2:16][OH:17])[CH:9]=[C:10]([O:12][CH:13]([CH3:15])[CH3:14])[CH:11]=1.O[C:24]1[CH:28]=[C:27]([CH2:29][CH2:30][C:31]([O:33]CC)=[O:32])[N:26]([C:36]2[CH:41]=[CH:40][CH:39]=[CH:38][CH:37]=2)[N:25]=1.C(P(CCCC)CCCC)CCC.N(C(N1CCCCC1)=O)=NC(N1CCCCC1)=O.O1CCCC1CCO.[OH-].[Na+].Cl. The catalyst is O1CCCC1. The product is [Cl:1][C:2]1[CH:21]=[C:20]([Cl:22])[CH:19]=[CH:18][C:3]=1[O:4][CH2:5][C:6]1[CH:7]=[C:8]([CH:9]=[C:10]([O:12][CH:13]([CH3:15])[CH3:14])[CH:11]=1)[CH2:16][O:17][C:24]1[CH:28]=[C:27]([CH2:29][CH2:30][C:31]([OH:33])=[O:32])[N:26]([C:36]2[CH:41]=[CH:40][CH:39]=[CH:38][CH:37]=2)[N:25]=1. The yield is 0.430.